This data is from Forward reaction prediction with 1.9M reactions from USPTO patents (1976-2016). The task is: Predict the product of the given reaction. Given the reactants [CH:1]1([C:4]2[C:5]([O:13][CH2:14][CH:15]3[CH2:17][CH2:16]3)=[CH:6][C:7]([C:10]([OH:12])=O)=[N:8][CH:9]=2)[CH2:3][CH2:2]1.[NH2:18][CH2:19][CH:20]([OH:23])[CH2:21][CH3:22], predict the reaction product. The product is: [OH:23][CH:20]([CH2:21][CH3:22])[CH2:19][NH:18][C:10]([C:7]1[CH:6]=[C:5]([O:13][CH2:14][CH:15]2[CH2:17][CH2:16]2)[C:4]([CH:1]2[CH2:2][CH2:3]2)=[CH:9][N:8]=1)=[O:12].